Dataset: NCI-60 drug combinations with 297,098 pairs across 59 cell lines. Task: Regression. Given two drug SMILES strings and cell line genomic features, predict the synergy score measuring deviation from expected non-interaction effect. (1) Drug 1: C1CCC(CC1)NC(=O)N(CCCl)N=O. Drug 2: CC1C(C(=O)NC(C(=O)N2CCCC2C(=O)N(CC(=O)N(C(C(=O)O1)C(C)C)C)C)C(C)C)NC(=O)C3=C4C(=C(C=C3)C)OC5=C(C(=O)C(=C(C5=N4)C(=O)NC6C(OC(=O)C(N(C(=O)CN(C(=O)C7CCCN7C(=O)C(NC6=O)C(C)C)C)C)C(C)C)C)N)C. Cell line: NCI-H522. Synergy scores: CSS=23.7, Synergy_ZIP=16.8, Synergy_Bliss=23.7, Synergy_Loewe=23.7, Synergy_HSA=23.6. (2) Drug 1: C1CN1P(=S)(N2CC2)N3CC3. Drug 2: C(CN)CNCCSP(=O)(O)O. Cell line: DU-145. Synergy scores: CSS=13.0, Synergy_ZIP=2.74, Synergy_Bliss=6.72, Synergy_Loewe=-23.7, Synergy_HSA=3.36. (3) Drug 1: CN(C)C1=NC(=NC(=N1)N(C)C)N(C)C. Drug 2: C(CN)CNCCSP(=O)(O)O. Cell line: M14. Synergy scores: CSS=-6.56, Synergy_ZIP=2.44, Synergy_Bliss=1.84, Synergy_Loewe=-3.68, Synergy_HSA=-2.99. (4) Drug 1: C1=CC(=CC=C1CCC2=CNC3=C2C(=O)NC(=N3)N)C(=O)NC(CCC(=O)O)C(=O)O. Drug 2: C1CC(C1)(C(=O)O)C(=O)O.[NH2-].[NH2-].[Pt+2]. Cell line: DU-145. Synergy scores: CSS=38.9, Synergy_ZIP=-2.78, Synergy_Bliss=-2.25, Synergy_Loewe=-0.672, Synergy_HSA=-0.162. (5) Drug 1: CC=C1C(=O)NC(C(=O)OC2CC(=O)NC(C(=O)NC(CSSCCC=C2)C(=O)N1)C(C)C)C(C)C. Drug 2: CS(=O)(=O)CCNCC1=CC=C(O1)C2=CC3=C(C=C2)N=CN=C3NC4=CC(=C(C=C4)OCC5=CC(=CC=C5)F)Cl. Cell line: NCI-H522. Synergy scores: CSS=59.2, Synergy_ZIP=-3.65, Synergy_Bliss=-2.98, Synergy_Loewe=-21.3, Synergy_HSA=-0.995. (6) Drug 1: C#CCC(CC1=CN=C2C(=N1)C(=NC(=N2)N)N)C3=CC=C(C=C3)C(=O)NC(CCC(=O)O)C(=O)O. Drug 2: C(CCl)NC(=O)N(CCCl)N=O. Cell line: HCT116. Synergy scores: CSS=20.9, Synergy_ZIP=-2.14, Synergy_Bliss=4.81, Synergy_Loewe=5.41, Synergy_HSA=5.41. (7) Drug 1: C1CCN(CC1)CCOC2=CC=C(C=C2)C(=O)C3=C(SC4=C3C=CC(=C4)O)C5=CC=C(C=C5)O. Drug 2: C1CNP(=O)(OC1)N(CCCl)CCCl. Cell line: HCT116. Synergy scores: CSS=-2.44, Synergy_ZIP=0.854, Synergy_Bliss=-5.08, Synergy_Loewe=-7.68, Synergy_HSA=-7.22.